Dataset: Forward reaction prediction with 1.9M reactions from USPTO patents (1976-2016). Task: Predict the product of the given reaction. (1) Given the reactants [N:1]1([C:6]2[CH:39]=[CH:38][C:9]([CH2:10][C:11]3[C:12](Cl)=[N:13][C:14]4[C:19]([C:20]=3[Cl:21])=[CH:18][C:17]([C:22]([C:30]3[CH:35]=[CH:34][C:33]([Cl:36])=[CH:32][CH:31]=3)([C:24]3[N:28]([CH3:29])[CH:27]=[N:26][CH:25]=3)[OH:23])=[CH:16][CH:15]=4)=[CH:8][CH:7]=2)[CH:5]=[CH:4][CH:3]=[N:2]1.[CH3:40][O:41][CH2:42][CH2:43][OH:44].C1(C)C=CC=CC=1.[H-].[Na+], predict the reaction product. The product is: [Cl:21][C:20]1[C:19]2[C:14](=[CH:15][CH:16]=[C:17]([C:22]([C:30]3[CH:31]=[CH:32][C:33]([Cl:36])=[CH:34][CH:35]=3)([C:24]3[N:28]([CH3:29])[CH:27]=[N:26][CH:25]=3)[OH:23])[CH:18]=2)[N:13]=[C:12]([O:44][CH2:43][CH2:42][O:41][CH3:40])[C:11]=1[CH2:10][C:9]1[CH:38]=[CH:39][C:6]([N:1]2[CH:5]=[CH:4][CH:3]=[N:2]2)=[CH:7][CH:8]=1. (2) The product is: [Br:24][C:25]1[CH:31]=[CH:30][C:28]([NH:29][C:4](=[O:6])[C:3]2[CH:7]=[C:8]([N+:13]([O-:15])=[O:14])[C:9]([NH:11][CH3:12])=[CH:10][C:2]=2[F:1])=[CH:27][CH:26]=1. Given the reactants [F:1][C:2]1[CH:10]=[C:9]([NH:11][CH3:12])[C:8]([N+:13]([O-:15])=[O:14])=[CH:7][C:3]=1[C:4]([OH:6])=O.ClC(N(C)C)=C(C)C.[Br:24][C:25]1[CH:31]=[CH:30][C:28]([NH2:29])=[CH:27][CH:26]=1.CCN(C(C)C)C(C)C, predict the reaction product. (3) Given the reactants [NH2:1][CH:2]1[C:8](=[O:9])[N:7](CC2C=CC(OC)=CC=2)[C:6]2[CH:19]=[CH:20][CH:21]=[CH:22][C:5]=2[C:4]([C:23]2[C:28]([Cl:29])=[CH:27][C:26]([Cl:30])=[CH:25][C:24]=2[Cl:31])=[N:3]1.[CH2:32]([O:36][CH2:37][CH2:38][O:39][C:40]1[CH:48]=[CH:47][C:46]([Cl:49])=[CH:45][C:41]=1[C:42](O)=[O:43])[CH2:33][CH2:34][CH3:35], predict the reaction product. The product is: [CH2:32]([O:36][CH2:37][CH2:38][O:39][C:40]1[CH:48]=[CH:47][C:46]([Cl:49])=[CH:45][C:41]=1[C:42]([NH:1][CH:2]1[C:8](=[O:9])[NH:7][C:6]2[CH:19]=[CH:20][CH:21]=[CH:22][C:5]=2[C:4]([C:23]2[C:28]([Cl:29])=[CH:27][C:26]([Cl:30])=[CH:25][C:24]=2[Cl:31])=[N:3]1)=[O:43])[CH2:33][CH2:34][CH3:35]. (4) Given the reactants [NH:1]1[CH:5]=[N:4][N:3]=[N:2]1.Br[CH2:7][CH2:8][CH2:9][CH2:10][CH2:11][O:12][C:13]1[C:14]([O:33][CH3:34])=[CH:15][CH:16]=[C:17]2[C:22]=1[O:21][C:20](=[O:23])[CH:19]=[C:18]2[NH:24][C:25]1[C:30]([Cl:31])=[CH:29][N:28]=[CH:27][C:26]=1[Cl:32], predict the reaction product. The product is: [N:1]1[N:2]([CH2:7][CH2:8][CH2:9][CH2:10][CH2:11][O:12][C:13]2[C:14]([O:33][CH3:34])=[CH:15][CH:16]=[C:17]3[C:22]=2[O:21][C:20](=[O:23])[CH:19]=[C:18]3[NH:24][C:25]2[C:30]([Cl:31])=[CH:29][N:28]=[CH:27][C:26]=2[Cl:32])[N:3]=[N:4][CH:5]=1. (5) The product is: [C:13]([C:2]1[C:3]([C:7]2[CH:8]=[N:9][CH:10]=[CH:11][CH:12]=2)=[N:4][O:5][CH:6]=1)#[C:14][CH2:15][CH2:16][CH2:17][CH2:18][CH3:19]. Given the reactants Br[C:2]1[C:3]([C:7]2[CH:8]=[N:9][CH:10]=[CH:11][CH:12]=2)=[N:4][O:5][CH:6]=1.[C:13]([Si](C)(C)C)#[C:14][CH2:15][CH2:16][CH2:17][CH2:18][CH3:19].CC([O-])=O.[K+].CCCC[N+](CCCC)(CCCC)CCCC.[F-], predict the reaction product. (6) Given the reactants [CH3:1][N:2]1[CH2:7][CH2:6][N:5]([C:8]2[CH:9]=[C:10]([NH:14][C:15]3[N:20]=[CH:19][C:18]4=[CH:21][CH:22]=[C:23]([C:24]5[CH:25]=[N:26][NH:27][CH:28]=5)[N:17]4[N:16]=3)[CH:11]=[CH:12][CH:13]=2)[CH2:4][CH2:3]1.C(N(CC)C(C)C)(C)C.CN(C)C=O.[CH3:43][S:44](Cl)(=[O:46])=[O:45], predict the reaction product. The product is: [CH3:43][S:44]([N:26]1[CH:25]=[C:24]([C:23]2[N:17]3[C:18]([CH:19]=[N:20][C:15]([NH:14][C:10]4[CH:11]=[CH:12][CH:13]=[C:8]([N:5]5[CH2:6][CH2:7][N:2]([CH3:1])[CH2:3][CH2:4]5)[CH:9]=4)=[N:16]3)=[CH:21][CH:22]=2)[CH:28]=[N:27]1)(=[O:46])=[O:45]. (7) Given the reactants [NH2:1][C:2]1[N:7]([CH3:8])[C:6](=[O:9])[C:5]([CH3:11])([CH3:10])[C@:4]([C:13]2[CH:18]=[C:17]([NH2:19])[CH:16]=[CH:15][C:14]=2[F:20])([CH3:12])[N:3]=1.[F:21][C:22]1[CH:23]=[C:24]2[C:28](=[CH:29][CH:30]=1)[C:27](=O)[CH:26]([CH3:32])[CH2:25]2.[B][B][B][B][B][B][B][B][B][B], predict the reaction product. The product is: [NH2:1][C:2]1[N:7]([CH3:8])[C:6](=[O:9])[C:5]([CH3:10])([CH3:11])[C@:4]([C:13]2[CH:18]=[C:17]([NH:19][CH:27]3[C:28]4[C:24](=[CH:23][C:22]([F:21])=[CH:30][CH:29]=4)[CH2:25][CH:26]3[CH3:32])[CH:16]=[CH:15][C:14]=2[F:20])([CH3:12])[N:3]=1. (8) Given the reactants [CH2:1]([O:3][P:4]([CH:9]=[CH:10][CH:11]1[CH:18]2[CH:14]([O:15]C(C)(C)[O:17]2)[CH:13]([N:21]2[CH:29]=[N:28][C:27]3[C:26](=[O:30])[NH:25][C:24]([NH:31][C:32](=[O:36])[CH:33]([CH3:35])[CH3:34])=[N:23][C:22]2=3)[O:12]1)(=[O:8])[O:5][CH2:6][CH3:7])[CH3:2], predict the reaction product. The product is: [CH2:1]([O:3][P:4]([CH:9]=[CH:10][CH:11]1[CH:18]([OH:17])[CH:14]([OH:15])[CH:13]([N:21]2[CH:29]=[N:28][C:27]3[C:26](=[O:30])[NH:25][C:24]([NH:31][C:32](=[O:36])[CH:33]([CH3:34])[CH3:35])=[N:23][C:22]2=3)[O:12]1)(=[O:8])[O:5][CH2:6][CH3:7])[CH3:2]. (9) Given the reactants [F-].C([N+](CCCC)(CCCC)CCCC)CCC.[Cl:19][C:20]1[CH:25]=[CH:24][C:23]([CH:26]([C:28]2[S:29][CH:30]=[C:31]([Si](C)(C)C)[N:32]=2)[OH:27])=[C:22]([O:37][CH3:38])[CH:21]=1, predict the reaction product. The product is: [Cl:19][C:20]1[CH:25]=[CH:24][C:23]([CH:26]([C:28]2[S:29][CH:30]=[CH:31][N:32]=2)[OH:27])=[C:22]([O:37][CH3:38])[CH:21]=1.